Dataset: Forward reaction prediction with 1.9M reactions from USPTO patents (1976-2016). Task: Predict the product of the given reaction. Given the reactants [CH3:1][O:2][C:3](=[O:35])[C:4]1[CH:9]=[CH:8][C:7]([C:10]2[C:16]3=[CH:17][C:18]4[C:19]([CH3:28])([CH3:27])[CH2:20][CH2:21][C:22]([CH3:26])([CH3:25])[C:23]=4[CH:24]=[C:15]3[N:14]([CH3:29])[C:13]3[CH:30]=[CH:31][C:32](Br)=[CH:33][C:12]=3[N:11]=2)=[CH:6][CH:5]=1.[B:36]1([B:36]2[O:40][C:39]([CH3:42])([CH3:41])[C:38]([CH3:44])([CH3:43])[O:37]2)[O:40][C:39]([CH3:42])([CH3:41])[C:38]([CH3:44])([CH3:43])[O:37]1.CC([O-])=O.[K+].Cl, predict the reaction product. The product is: [CH3:1][O:2][C:3](=[O:35])[C:4]1[CH:9]=[CH:8][C:7]([C:10]2[C:16]3=[CH:17][C:18]4[C:19]([CH3:28])([CH3:27])[CH2:20][CH2:21][C:22]([CH3:26])([CH3:25])[C:23]=4[CH:24]=[C:15]3[N:14]([CH3:29])[C:13]3[CH:30]=[CH:31][C:32]([B:36]4[O:40][C:39]([CH3:42])([CH3:41])[C:38]([CH3:44])([CH3:43])[O:37]4)=[CH:33][C:12]=3[N:11]=2)=[CH:6][CH:5]=1.